Dataset: Reaction yield outcomes from USPTO patents with 853,638 reactions. Task: Predict the reaction yield, written as a fraction of the theoretical maximum amount of product (1.0 means a 100% yield; for example, 0.34 means a 34% yield). (1) The reactants are Br[C:2]1[CH:7]=[CH:6][C:5]([NH:8][C:9](=[O:26])[NH:10][C:11]2[CH:25]=[CH:24][C:14]([C:15]([N:17]([CH2:19][CH2:20][N:21]([CH3:23])[CH3:22])[CH3:18])=[O:16])=[CH:13][CH:12]=2)=[CH:4][CH:3]=1.[B:27]1([B:27]2[O:31][C:30]([CH3:33])([CH3:32])[C:29]([CH3:35])([CH3:34])[O:28]2)[O:31][C:30]([CH3:33])([CH3:32])[C:29]([CH3:35])([CH3:34])[O:28]1.CC([O-])=O.[K+].C(Cl)Cl. The catalyst is O1CCOCC1.C1C=CC(P(C2C=CC=CC=2)[C-]2C=CC=C2)=CC=1.C1C=CC(P(C2C=CC=CC=2)[C-]2C=CC=C2)=CC=1.Cl[Pd]Cl.[Fe+2]. The product is [CH3:22][N:21]([CH3:23])[CH2:20][CH2:19][N:17]([CH3:18])[C:15](=[O:16])[C:14]1[CH:24]=[CH:25][C:11]([NH:10][C:9]([NH:8][C:5]2[CH:6]=[CH:7][C:2]([B:27]3[O:31][C:30]([CH3:33])([CH3:32])[C:29]([CH3:35])([CH3:34])[O:28]3)=[CH:3][CH:4]=2)=[O:26])=[CH:12][CH:13]=1. The yield is 0.0900. (2) The reactants are C[C:2]1[C:12](=[O:13])[C:11]2[CH:10]=[CH:9][CH:8]=[CH:7][C:6]=2[C:4](=[O:5])[CH:3]=1.[Br:14][C:15]1[CH:16]=[C:17]([CH2:21][C:22](O)=O)[CH:18]=[CH:19][CH:20]=1. No catalyst specified. The product is [CH3:2][C:3]1[C:4](=[O:5])[CH:6]2[CH:11]([C:12](=[O:13])[C:22]=1[CH2:21][C:17]1[CH:18]=[CH:19][CH:20]=[C:15]([Br:14])[CH:16]=1)[CH:10]=[CH:9][CH:8]=[CH:7]2. The yield is 0.520. (3) The yield is 0.530. The reactants are [Br:1][C:2]1[CH:3]=[C:4]([CH:9]=[CH:10][C:11]=1[C:12]([NH2:14])=[O:13])[C:5]([O:7]C)=[O:6].[OH-].[Na+].Cl. The product is [Br:1][C:2]1[CH:3]=[C:4]([CH:9]=[CH:10][C:11]=1[C:12]([NH2:14])=[O:13])[C:5]([OH:7])=[O:6]. The catalyst is CO. (4) The reactants are [NH2:1][C:2]1[CH:3]=[C:4]([NH:9][C:10]([C:12]2[CH:17]=[CH:16][N:15]=[C:14]([N:18]3[CH2:23][CH2:22][O:21][CH2:20][CH2:19]3)[CH:13]=2)=[O:11])[CH:5]=[CH:6][C:7]=1[CH3:8].[ClH:24].[C:25]([O:28][C:29]1[CH:30]=[C:31]2[C:36](=[CH:37][C:38]=1[O:39][CH3:40])[N:35]=[CH:34][N:33]=[C:32]2[Cl:41])(=[O:27])[CH3:26]. The catalyst is C(O)(C)C. The product is [ClH:41].[ClH:24].[C:25]([O:28][C:29]1[CH:30]=[C:31]2[C:36](=[CH:37][C:38]=1[O:39][CH3:40])[N:35]=[CH:34][N:33]=[C:32]2[NH:1][C:2]1[CH:3]=[C:4]([NH:9][C:10]([C:12]2[CH:17]=[CH:16][N:15]=[C:14]([N:18]3[CH2:19][CH2:20][O:21][CH2:22][CH2:23]3)[CH:13]=2)=[O:11])[CH:5]=[CH:6][C:7]=1[CH3:8])(=[O:27])[CH3:26]. The yield is 0.800. (5) The reactants are C[O:2][C:3]([C:5]1[CH:14]=[C:13]([O:15]COCC[Si](C)(C)C)[C:12]2[C:7](=[C:8]([Br:26])[CH:9]=[C:10]([O:24][CH3:25])[CH:11]=2)[N:6]=1)=[O:4].O1CCCC1.O.O.[OH-].[Li+]. The catalyst is CO. The product is [Br:26][C:8]1[CH:9]=[C:10]([O:24][CH3:25])[CH:11]=[C:12]2[C:7]=1[NH:6][C:5]([C:3]([OH:4])=[O:2])=[CH:14][C:13]2=[O:15]. The yield is 0.800. (6) The reactants are CC(OI1(OC(C)=O)(OC(C)=O)OC(=O)C2C=CC=CC1=2)=O.[C:23]([O:27][C:28](=[O:43])[NH:29][C:30]([CH3:42])([C:33]1[CH:38]=[CH:37][CH:36]=[C:35]([N+:39]([O-:41])=[O:40])[CH:34]=1)[CH2:31][OH:32])([CH3:26])([CH3:25])[CH3:24]. The catalyst is C(Cl)Cl. The product is [C:23]([O:27][C:28](=[O:43])[NH:29][C:30]([CH3:42])([C:33]1[CH:38]=[CH:37][CH:36]=[C:35]([N+:39]([O-:41])=[O:40])[CH:34]=1)[CH:31]=[O:32])([CH3:26])([CH3:24])[CH3:25]. The yield is 0.800. (7) The reactants are [CH3:1][C:2]1[CH:39]=[CH:38][CH:37]=[CH:36][C:3]=1[C:4]([NH:6][C:7]1[CH:8]=[C:9]([CH:23]=[C:24]([NH:26][C:27](=[O:35])[C:28]2[CH:33]=[CH:32][CH:31]=[CH:30][C:29]=2[CH3:34])[CH:25]=1)[C:10]([NH:12][C:13]1[N:18]=[CH:17][C:16]([C:19]([O:21]C)=[O:20])=[CH:15][CH:14]=1)=[O:11])=[O:5].[OH-].[Li+]. The catalyst is O.C1COCC1. The product is [CH3:1][C:2]1[CH:39]=[CH:38][CH:37]=[CH:36][C:3]=1[C:4]([NH:6][C:7]1[CH:8]=[C:9]([CH:23]=[C:24]([NH:26][C:27](=[O:35])[C:28]2[CH:33]=[CH:32][CH:31]=[CH:30][C:29]=2[CH3:34])[CH:25]=1)[C:10]([NH:12][C:13]1[N:18]=[CH:17][C:16]([C:19]([OH:21])=[O:20])=[CH:15][CH:14]=1)=[O:11])=[O:5]. The yield is 0.165. (8) The reactants are [OH:1][C:2]1[CH:7]=[CH:6][C:5]([C:8]([C:10]2[CH:15]=[CH:14][C:13]([OH:16])=[CH:12][CH:11]=2)=O)=[CH:4][CH:3]=1.[Br:17][C:18]1[CH:23]=[CH:22][C:21]([C:24](=O)[CH2:25][CH2:26][Cl:27])=[CH:20][CH:19]=1. No catalyst specified. The product is [Br:17][C:18]1[CH:19]=[CH:20][C:21]([C:24]([CH2:25][CH2:26][Cl:27])=[C:8]([C:10]2[CH:15]=[CH:14][C:13]([OH:16])=[CH:12][CH:11]=2)[C:5]2[CH:6]=[CH:7][C:2]([OH:1])=[CH:3][CH:4]=2)=[CH:22][CH:23]=1. The yield is 0.740. (9) The reactants are [CH3:1][O:2][C:3](=[C:9]1[CH2:14][CH2:13][O:12][CH2:11][CH2:10]1)[O:4][Si](C)(C)C.[CH2:15]([O:22][C:23]1[C:28]2[C:29]([O:32][CH2:33][CH2:34][CH:35]3[CH2:40][CH2:39][N:38]([CH2:41]OCC)[CH2:37][CH2:36]3)=[N:30][O:31][C:27]=2[CH:26]=[CH:25][CH:24]=1)[C:16]1[CH:21]=[CH:20][CH:19]=[CH:18][CH:17]=1. The catalyst is C(#N)C.[Cl-].[Mg+2].[Cl-]. The product is [CH2:15]([O:22][C:23]1[C:28]2[C:29]([O:32][CH2:33][CH2:34][CH:35]3[CH2:40][CH2:39][N:38]([CH2:41][C:9]4([C:3]([O:2][CH3:1])=[O:4])[CH2:14][CH2:13][O:12][CH2:11][CH2:10]4)[CH2:37][CH2:36]3)=[N:30][O:31][C:27]=2[CH:26]=[CH:25][CH:24]=1)[C:16]1[CH:17]=[CH:18][CH:19]=[CH:20][CH:21]=1. The yield is 0.750.